From a dataset of Forward reaction prediction with 1.9M reactions from USPTO patents (1976-2016). Predict the product of the given reaction. (1) Given the reactants C(N(CC)CC)C.[CH3:8][C:9]1([CH3:23])[C:13]([CH3:15])([CH3:14])[O:12][B:11]([C:16]2[CH:21]=[CH:20][C:19]([NH2:22])=[CH:18][CH:17]=2)[O:10]1.ClC(Cl)(O[C:28](=[O:34])OC(Cl)(Cl)Cl)Cl.[NH2:36][CH2:37][C:38]1[CH:39]=[N:40][CH:41]=[CH:42][CH:43]=1, predict the reaction product. The product is: [N:40]1[CH:41]=[CH:42][CH:43]=[C:38]([CH2:37][NH:36][C:28]([NH:22][C:19]2[CH:20]=[CH:21][C:16]([B:11]3[O:10][C:9]([CH3:23])([CH3:8])[C:13]([CH3:14])([CH3:15])[O:12]3)=[CH:17][CH:18]=2)=[O:34])[CH:39]=1. (2) Given the reactants [NH2:1][C:2]1[CH:13]=[CH:12][C:5]2[N:6]=[C:7](SC)[CH2:8][O:9][C:4]=2[C:3]=1[C:14]([O:16][CH3:17])=[O:15].[CH3:18][O:19][CH:20]([O:23][CH3:24])[CH2:21][NH2:22], predict the reaction product. The product is: [NH2:1][C:2]1[CH:13]=[CH:12][C:5]2[N:6]=[C:7]([NH:22][CH2:21][CH:20]([O:23][CH3:24])[O:19][CH3:18])[CH2:8][O:9][C:4]=2[C:3]=1[C:14]([O:16][CH3:17])=[O:15].